From a dataset of Full USPTO retrosynthesis dataset with 1.9M reactions from patents (1976-2016). Predict the reactants needed to synthesize the given product. (1) Given the product [F:1][C:2]1[CH:25]=[CH:24][CH:23]=[C:22]([F:26])[C:3]=1[O:4][C:5]1[CH2:9][N:8]([CH:10]([CH2:14][C:15]2([F:20])[CH2:16][CH2:17][CH2:18][CH2:19]2)[C:11]([NH:39][C:36]2[CH:37]=[CH:38][N:34]([CH2:33][C@@H:31]3[CH2:30][O:29][C:28]([CH3:40])([CH3:27])[O:32]3)[N:35]=2)=[O:12])[C:7](=[O:21])[CH:6]=1, predict the reactants needed to synthesize it. The reactants are: [F:1][C:2]1[CH:25]=[CH:24][CH:23]=[C:22]([F:26])[C:3]=1[O:4][C:5]1[CH2:9][N:8]([CH:10]([CH2:14][C:15]2([F:20])[CH2:19][CH2:18][CH2:17][CH2:16]2)[C:11](O)=[O:12])[C:7](=[O:21])[CH:6]=1.[CH3:27][C:28]1([CH3:40])[O:32][C@H:31]([CH2:33][N:34]2[CH:38]=[CH:37][C:36]([NH2:39])=[N:35]2)[CH2:30][O:29]1.F[P-](F)(F)(F)(F)F.N1(O[P+](N(C)C)(N(C)C)N(C)C)C2C=CC=CC=2N=N1.C(N(CC)C(C)C)(C)C. (2) Given the product [CH3:15][O:14][C:8]1[CH:7]=[C:6]2[C:11](=[CH:10][C:9]=1[O:12][CH3:13])[C:2]([C:16]#[N:17])=[CH:3][CH2:4][CH2:5]2, predict the reactants needed to synthesize it. The reactants are: O[C:2]1([C:16]#[N:17])[C:11]2[C:6](=[CH:7][C:8]([O:14][CH3:15])=[C:9]([O:12][CH3:13])[CH:10]=2)[CH2:5][CH2:4][CH2:3]1.FC(F)(F)C(O)=O.C(OCC)(=O)C. (3) Given the product [C:2]1([C:1]2[O:8][C:12](=[O:13])[S:11][N:9]=2)[CH:7]=[CH:6][CH:5]=[CH:4][CH:3]=1, predict the reactants needed to synthesize it. The reactants are: [C:1]([NH2:9])(=[O:8])[C:2]1[CH:7]=[CH:6][CH:5]=[CH:4][CH:3]=1.Cl[SH:11].[C:12](Cl)(Cl)=[O:13]. (4) Given the product [NH2:29][C:30]1[S:34][C:33]([C:35]2[C:40]([F:41])=[CH:39][CH:38]=[CH:37][C:36]=2[F:42])=[N:32][C:31]=1[C:43]([NH:1][C:2]1[CH:3]=[N:4][N:5]([CH3:46])[C:6]=1[N:7]1[CH2:8][CH2:9][CH:10]([CH2:13][NH2:14])[CH2:11][CH2:12]1)=[O:44], predict the reactants needed to synthesize it. The reactants are: [NH2:1][C:2]1[CH:3]=[N:4][NH:5][C:6]=1[N:7]1[CH2:12][CH2:11][CH:10]([CH2:13][NH:14]C(=O)OC(C)(C)C)[CH2:9][CH2:8]1.C(OC([NH:29][C:30]1[S:34][C:33]([C:35]2[C:40]([F:41])=[CH:39][CH:38]=[CH:37][C:36]=2[F:42])=[N:32][C:31]=1[C:43](O)=[O:44])=O)(C)(C)C.[CH3:46]N(C(ON1N=NC2C=CC=NC1=2)=[N+](C)C)C.F[P-](F)(F)(F)(F)F. (5) Given the product [CH3:1][O:2][C:3]1[CH:12]=[C:11]2[C:6]([CH:7]=[CH:8][C:9](=[O:16])[N:10]2[CH2:13][CH2:14][N:17]2[CH2:21][CH2:20][C@@H:19]([CH2:22][NH:23][C:24](=[O:33])[O:25][CH2:26][C:27]3[CH:32]=[CH:31][CH:30]=[CH:29][CH:28]=3)[CH2:18]2)=[N:5][CH:4]=1, predict the reactants needed to synthesize it. The reactants are: [CH3:1][O:2][C:3]1[CH:12]=[C:11]2[C:6]([CH:7]=[CH:8][C:9](=[O:16])[N:10]2[CH2:13][CH:14]=O)=[N:5][CH:4]=1.[NH:17]1[CH2:21][CH2:20][C@@H:19]([CH2:22][NH:23][C:24](=[O:33])[O:25][CH2:26][C:27]2[CH:32]=[CH:31][CH:30]=[CH:29][CH:28]=2)[CH2:18]1.C(N(CC)CC)C.[BH-](OC(C)=O)(OC(C)=O)OC(C)=O.[Na+]. (6) Given the product [C:10]([O:3][C@@H:2]1[CH2:4][C:5](=[O:7])[O:8][C:1]1=[O:9])(=[O:12])[CH3:11], predict the reactants needed to synthesize it. The reactants are: [C:1]([OH:9])(=[O:8])[C@@H:2]([CH2:4][C:5]([OH:7])=O)[OH:3].[C:10](Cl)(=[O:12])[CH3:11]. (7) Given the product [C:38]([O:37][C:35]([N:8]([C:6]([O:5][C:1]([CH3:4])([CH3:3])[CH3:2])=[O:7])[C@@H:9]([C:25]([OH:27])=[O:26])[CH2:10][CH2:11][C@@H:12]([C:17]1[CH:22]=[CH:21][CH:20]=[C:19]([F:23])[C:18]=1[F:24])[CH2:13][NH2:14])=[O:36])([CH3:41])([CH3:40])[CH3:39], predict the reactants needed to synthesize it. The reactants are: [C:1]([O:5][C:6]([N:8]([C:35]([O:37][C:38]([CH3:41])([CH3:40])[CH3:39])=[O:36])[C@@H:9]([C:25]([O:27]CC1C=CC=CC=1)=[O:26])[CH2:10][CH2:11][C@@H:12]([C:17]1[CH:22]=[CH:21][CH:20]=[C:19]([F:23])[C:18]=1[F:24])[CH2:13][N+:14]([O-])=O)=[O:7])([CH3:4])([CH3:3])[CH3:2]. (8) Given the product [C:20]1([N:19]2[C:18]3[CH:26]=[CH:27][CH:28]=[CH:29][C:17]=3[N:16]=[C:15]2[CH2:14][N:5]2[CH:6]=[N:7][C:8]3[C:4]2=[N:3][CH:2]=[N:1][C:9]=3[NH2:10])[CH:21]=[CH:22][CH:23]=[CH:24][CH:25]=1, predict the reactants needed to synthesize it. The reactants are: [N:1]1[C:9]([NH2:10])=[C:8]2[C:4]([NH:5][CH:6]=[N:7]2)=[N:3][CH:2]=1.[H-].[Na+].Br[CH2:14][C:15]1[N:19]([C:20]2[CH:25]=[CH:24][CH:23]=[CH:22][CH:21]=2)[C:18]2[CH:26]=[CH:27][CH:28]=[CH:29][C:17]=2[N:16]=1. (9) The reactants are: [CH3:1][O:2][C:3]1[CH:4]=[C:5]2[C:10](=[CH:11][C:12]=1[O:13][CH3:14])[N:9]=[CH:8][CH:7]=[C:6]2[O:15][C:16]1[C:22]([CH3:23])=[CH:21][C:19]([NH2:20])=[C:18]([CH3:24])[CH:17]=1.Cl[C:26](Cl)([O:28][C:29](=[O:35])OC(Cl)(Cl)Cl)Cl.[CH:37]1(O)[CH2:42][CH2:41]C[CH2:39][CH2:38]1.C(=O)(O)[O-].[Na+]. Given the product [CH3:1][O:2][C:3]1[CH:4]=[C:5]2[C:10](=[CH:11][C:12]=1[O:13][CH3:14])[N:9]=[CH:8][CH:7]=[C:6]2[O:15][C:16]1[C:22]([CH3:23])=[CH:21][C:19]([NH:20][C:29](=[O:35])[O:28][CH:26]2[CH2:41][CH2:42][CH2:37][CH2:38][CH2:39]2)=[C:18]([CH3:24])[CH:17]=1, predict the reactants needed to synthesize it. (10) Given the product [CH3:36][O:3][C@:4]1([C:22]2[CH:27]=[CH:26][C:25]([C:28]3[CH:33]=[CH:32][CH:31]=[CH:30][CH:29]=3)=[C:24]([CH:34]=[CH2:35])[CH:23]=2)[CH2:8][N:7]([C:9]([O:11][CH2:12][CH2:13][Si:14]([CH3:17])([CH3:16])[CH3:15])=[O:10])[C@H:6]([C:18]([O:20][CH3:21])=[O:19])[CH2:5]1, predict the reactants needed to synthesize it. The reactants are: [H-].[Na+].[OH:3][C@:4]1([C:22]2[CH:27]=[CH:26][C:25]([C:28]3[CH:33]=[CH:32][CH:31]=[CH:30][CH:29]=3)=[C:24]([CH:34]=[CH2:35])[CH:23]=2)[CH2:8][N:7]([C:9]([O:11][CH2:12][CH2:13][Si:14]([CH3:17])([CH3:16])[CH3:15])=[O:10])[C@H:6]([C:18]([O:20][CH3:21])=[O:19])[CH2:5]1.[CH3:36]I.